This data is from Reaction yield outcomes from USPTO patents with 853,638 reactions. The task is: Predict the reaction yield, written as a fraction of the theoretical maximum amount of product (1.0 means a 100% yield; for example, 0.34 means a 34% yield). (1) The reactants are C([O:4][CH2:5][C@@:6]([NH:27]C(=O)C)([CH3:26])[CH2:7][CH2:8][C:9]1[N:10]([CH3:25])[C:11]([CH2:14][CH2:15][CH2:16][CH2:17][CH2:18][C:19]2[CH:24]=[CH:23][CH:22]=[CH:21][CH:20]=2)=[CH:12][CH:13]=1)(=O)C.O1CCCC1.CO.O.[OH-].[Li+]. The catalyst is O. The product is [NH2:27][C@:6]([CH3:26])([CH2:7][CH2:8][C:9]1[N:10]([CH3:25])[C:11]([CH2:14][CH2:15][CH2:16][CH2:17][CH2:18][C:19]2[CH:20]=[CH:21][CH:22]=[CH:23][CH:24]=2)=[CH:12][CH:13]=1)[CH2:5][OH:4]. The yield is 0.900. (2) The reactants are [CH:1]1([CH2:11][CH2:12][C:13]([OH:15])=O)[C:10]2[C:5](=[CH:6][CH:7]=[CH:8][CH:9]=2)[CH2:4][CH2:3][CH2:2]1.[C:16]([OH:25])(=[O:24])[C:17]1[C:18](=[CH:20][CH:21]=[CH:22][CH:23]=1)[NH2:19]. No catalyst specified. The product is [CH:1]1([CH2:11][CH2:12][C:13]([NH:19][C:18]2[CH:20]=[CH:21][CH:22]=[CH:23][C:17]=2[C:16]([OH:25])=[O:24])=[O:15])[C:10]2[C:5](=[CH:6][CH:7]=[CH:8][CH:9]=2)[CH2:4][CH2:3][CH2:2]1. The yield is 0.280. (3) The reactants are C([NH:4][NH:5][C:6]([N:8]1[N:12]=[C:11]([C:13]2[CH:18]=[C:17]([F:19])[CH:16]=[CH:15][C:14]=2[F:20])[S:10][C:9]1([CH2:27][O:28][CH2:29][O:30][CH3:31])[C:21]1[CH:26]=[CH:25][CH:24]=[CH:23][CH:22]=1)=[O:7])(=O)C.CCN(C(C)C)C(C)C.O=P(Cl)(Cl)Cl.Cl[CH:47](Cl)[CH3:48]. No catalyst specified. The product is [F:20][C:14]1[CH:15]=[CH:16][C:17]([F:19])=[CH:18][C:13]=1[C:11]1[S:10][C:9]([CH2:27][O:28][CH2:29][O:30][CH3:31])([C:21]2[CH:22]=[CH:23][CH:24]=[CH:25][CH:26]=2)[N:8]([C:6]2[O:7][C:47]([CH3:48])=[N:4][N:5]=2)[N:12]=1. The yield is 0.380. (4) The reactants are [N:1]([CH:4]([C:6]1[N:7]=[C:8]2[S:16][CH:15]=[C:14]([CH3:17])[N:9]2[C:10](=[O:13])[C:11]=1Br)[CH3:5])=[N+:2]=[N-:3].[F:18][C:19]1[CH:20]=[N:21][CH:22]=[C:23](B2OC(C)(C)C(C)(C)O2)[CH:24]=1.C(=O)([O-])[O-].[Na+].[Na+].O. The catalyst is O1CCOCC1.C(OCC)(=O)C.Cl[Pd](Cl)(P(C(C)(C)C)(C(C)(C)C)C1C=CC(N(C)C)=CC=1)P(C1C=CC(N(C)C)=CC=1)(C(C)(C)C)C(C)(C)C. The product is [N:1]([CH:4]([C:6]1[N:7]=[C:8]2[S:16][CH:15]=[C:14]([CH3:17])[N:9]2[C:10](=[O:13])[C:11]=1[C:23]1[CH:22]=[N:21][CH:20]=[C:19]([F:18])[CH:24]=1)[CH3:5])=[N+:2]=[N-:3]. The yield is 0.160. (5) The yield is 0.660. The product is [Cl:16][C:17]1[C:22]([C:23]2[C:6]([C:7]([O:9][CH3:10])=[O:8])=[C:1]([CH:2]([CH3:4])[CH3:3])[O:5][N:24]=2)=[C:21]([Cl:27])[CH:20]=[CH:19][N:18]=1. The catalyst is C1COCC1. The reactants are [C:1]([CH2:6][C:7]([O:9][CH3:10])=[O:8])(=[O:5])[CH:2]([CH3:4])[CH3:3].C[O-].[Na+].CO.[Cl:16][C:17]1[C:22]([C:23](Cl)=[N:24]O)=[C:21]([Cl:27])[CH:20]=[CH:19][N:18]=1. (6) The reactants are [C:1]([C:4]1[CH:13]=[CH:12][C:11]([O:14][CH2:15][C:16]2[CH:21]=[CH:20][CH:19]=[CH:18][CH:17]=2)=[C:10]2[C:5]=1[CH:6]=[CH:7][C:8](=[O:22])[NH:9]2)(=[O:3])[CH3:2].[Br-:23].[Br-].[Br-].C([N+](CCCC)(CCCC)CCCC)CCC.C([N+](CCCC)(CCCC)CCCC)CCC.C([N+](CCCC)(CCCC)CCCC)CCC. The catalyst is C1COCC1.CO. The product is [CH2:15]([O:14][C:11]1[CH:12]=[CH:13][C:4]([C:1](=[O:3])[CH2:2][Br:23])=[C:5]2[C:10]=1[NH:9][C:8](=[O:22])[CH:7]=[CH:6]2)[C:16]1[CH:21]=[CH:20][CH:19]=[CH:18][CH:17]=1. The yield is 0.730. (7) The reactants are [S:1]1[CH:5]=[CH:4][CH:3]=[C:2]1[S:6][CH2:7][C:8](=O)[CH2:9][CH2:10][CH2:11][CH2:12][CH2:13][CH2:14][CH2:15][CH2:16][CH2:17][CH3:18]. The catalyst is ClC1C=CC=CC=1. The product is [CH2:9]([C:8]1[C:3]2[CH:4]=[CH:5][S:1][C:2]=2[S:6][CH:7]=1)[CH2:10][CH2:11][CH2:12][CH2:13][CH2:14][CH2:15][CH2:16][CH2:17][CH3:18]. The yield is 0.560. (8) The reactants are [CH3:1][C:2]1[C:7]2[N:8]=[C:9]([C:11]3[CH:16]=[CH:15][C:14]([O:17][CH3:18])=[CH:13][CH:12]=3)[S:10][C:6]=2[CH:5]=[C:4]([O:19][CH3:20])[C:3]=1C(O)=O.[OH-:24].[Na+].C1C[O:29]CC1. The catalyst is O. The product is [C:1]([C:2]1[C:7]2[N:8]=[C:9]([C:11]3[CH:16]=[CH:15][C:14]([O:17][CH3:18])=[CH:13][CH:12]=3)[S:10][C:6]=2[CH:5]=[C:4]([O:19][CH3:20])[CH:3]=1)([OH:29])=[O:24]. The yield is 0.820. (9) The reactants are [CH3:1][O-:2].[Na+].Cl[C:5]1[C:10]([N+:11]([O-:13])=[O:12])=[CH:9][CH:8]=[C:7]([Cl:14])[N:6]=1.[Cl-].[NH4+]. The catalyst is C1COCC1. The product is [Cl:14][C:7]1[N:6]=[C:5]([O:2][CH3:1])[C:10]([N+:11]([O-:13])=[O:12])=[CH:9][CH:8]=1. The yield is 0.580. (10) The reactants are [CH3:1][C:2]1[CH:3]=[C:4]([CH:45]=[CH:46][CH:47]=1)[CH2:5][NH:6][C:7]1[N:12]=[CH:11][N:10]=[C:9]([C:13]2[CH:18]=[C:17]([N:19]3[CH2:24][CH2:23][CH2:22][CH2:21][CH2:20]3)[CH:16]=[CH:15][C:14]=2[NH:25][C:26]([C:28]2[CH:29]=[C:30]([CH:42]=[CH:43][CH:44]=2)[CH2:31][S:32][CH2:33][CH2:34][C:35]([O:37]C(C)(C)C)=[O:36])=[O:27])[CH:8]=1.FC(F)(F)C(O)=O. The catalyst is ClCCl. The product is [CH3:1][C:2]1[CH:3]=[C:4]([CH:45]=[CH:46][CH:47]=1)[CH2:5][NH:6][C:7]1[N:12]=[CH:11][N:10]=[C:9]([C:13]2[CH:18]=[C:17]([N:19]3[CH2:20][CH2:21][CH2:22][CH2:23][CH2:24]3)[CH:16]=[CH:15][C:14]=2[NH:25][C:26]([C:28]2[CH:29]=[C:30]([CH:42]=[CH:43][CH:44]=2)[CH2:31][S:32][CH2:33][CH2:34][C:35]([OH:37])=[O:36])=[O:27])[CH:8]=1. The yield is 0.510.